Task: Predict the reactants needed to synthesize the given product.. Dataset: Full USPTO retrosynthesis dataset with 1.9M reactions from patents (1976-2016) (1) Given the product [F:1][C:2]1[C:7]([CH:23]=[O:24])=[C:6]([F:8])[CH:5]=[CH:4][C:3]=1[NH:9][S:10]([CH:13]([CH3:15])[CH3:14])(=[O:12])=[O:11], predict the reactants needed to synthesize it. The reactants are: [F:1][C:2]1[CH:7]=[C:6]([F:8])[CH:5]=[CH:4][C:3]=1[NH:9][S:10]([CH:13]([CH3:15])[CH3:14])(=[O:12])=[O:11].C([Li])CCC.CN(C)[CH:23]=[O:24].O. (2) Given the product [Cl:17][C:18]1[CH:23]=[C:22]([Cl:24])[CH:21]=[CH:20][C:19]=1/[CH:25]=[CH:26]/[C:27]([NH:16][C:13]1[CH:14]=[CH:15][N:11]([CH2:10][CH2:9][CH2:8][CH2:7][C:2](=[O:6])[CH3:1])[N:12]=1)=[O:28], predict the reactants needed to synthesize it. The reactants are: [CH3:1][C:2]1([CH2:7][CH2:8][CH2:9][CH2:10][N:11]2[CH:15]=[CH:14][C:13]([NH2:16])=[N:12]2)[O:6]CCO1.[Cl:17][C:18]1[CH:23]=[C:22]([Cl:24])[CH:21]=[CH:20][C:19]=1/[CH:25]=[CH:26]/[C:27](O)=[O:28]. (3) Given the product [C:1]1([C:10]2[C:9]([OH:11])=[N:7][C:2]3[C:1]([N:8]=2)=[CH:6][CH:5]=[CH:4][CH:3]=3)[CH:6]=[CH:5][CH:4]=[CH:3][CH:2]=1, predict the reactants needed to synthesize it. The reactants are: [C:1]1([NH2:8])[CH:6]=[CH:5][CH:4]=[CH:3][C:2]=1[NH2:7].[CH2:9]([OH:11])[CH3:10].